The task is: Predict the reactants needed to synthesize the given product.. This data is from Retrosynthesis with 50K atom-mapped reactions and 10 reaction types from USPTO. (1) Given the product COc1ccc(C(CC(N)=O)N2Cc3ccccc3C2=O)cc1OC, predict the reactants needed to synthesize it. The reactants are: COc1ccc([C@@H](CC(=O)O)N2Cc3ccccc3C2=O)cc1OC.O=C(n1ccnc1)n1ccnc1. (2) Given the product Cc1nc(N2N=C(c3ccc4c(c3)CNC4=O)C[C@@H]2C2CCCC2)ccc1C#N, predict the reactants needed to synthesize it. The reactants are: CC1(C)OB(c2ccc3c(c2)CNC3=O)OC1(C)C.Cc1nc(N2N=C(Cl)C[C@@H]2C2CCCC2)ccc1C#N. (3) The reactants are: COc1ccncc1[N+](=O)[O-]. Given the product O=[N+]([O-])c1cnccc1O, predict the reactants needed to synthesize it. (4) Given the product Cc1cc(C2CCc3nc(C(=O)N4CCC(Cc5ccccc5)CC4)cn3C2)ccc1F, predict the reactants needed to synthesize it. The reactants are: Cc1cc(C2CCc3nc(C(=O)O)cn3C2)ccc1F.c1ccc(CC2CCNCC2)cc1. (5) Given the product NCc1cccc(NC(=O)N2CC[C@H](O)C2)c1, predict the reactants needed to synthesize it. The reactants are: N#Cc1cccc(NC(=O)N2CC[C@H](O)C2)c1.